From a dataset of Reaction yield outcomes from USPTO patents with 853,638 reactions. Predict the reaction yield, written as a fraction of the theoretical maximum amount of product (1.0 means a 100% yield; for example, 0.34 means a 34% yield). (1) The reactants are [C:1]([N:5]1[C:10](=[O:11])[C:9](=[CH:12][C:13]2[CH:14]=[C:15]([C:27]#[N:28])[CH:16]=[N:17][C:18]=2[N:19]2[CH2:24][C@H:23]([CH3:25])[O:22][C@H:21]([CH3:26])[CH2:20]2)[C:8](=[O:29])[N:7]([C:30]([CH3:33])([CH3:32])[CH3:31])[C:6]1=[O:34])([CH3:4])([CH3:3])[CH3:2].[N:35]([Sn](CCCC)(CCCC)CCCC)=[N+:36]=[N-:37]. The catalyst is C1(C)C=CC=CC=1. The product is [C:30]([N:7]1[C:8](=[O:29])[C:9](=[CH:12][C:13]2[C:18]([N:19]3[CH2:20][C@H:21]([CH3:26])[O:22][C@H:23]([CH3:25])[CH2:24]3)=[N:17][CH:16]=[C:15]([C:27]3[N:35]=[N:36][NH:37][N:28]=3)[CH:14]=2)[C:10](=[O:11])[N:5]([C:1]([CH3:2])([CH3:3])[CH3:4])[C:6]1=[O:34])([CH3:32])([CH3:31])[CH3:33]. The yield is 0.440. (2) The reactants are [CH3:1][C:2]1[CH:11]=[C:10]([CH3:12])[C:9]([C:13]2[NH:17][C:16]3[CH2:18][O:19][CH:20]([CH3:22])[CH2:21][C:15]=3[N:14]=2)=[CH:8][C:3]=1[C:4]([O:6]C)=[O:5].[OH-].[Li+]. The catalyst is CO.O. The product is [CH3:1][C:2]1[CH:11]=[C:10]([CH3:12])[C:9]([C:13]2[NH:17][C:16]3[CH2:18][O:19][CH:20]([CH3:22])[CH2:21][C:15]=3[N:14]=2)=[CH:8][C:3]=1[C:4]([OH:6])=[O:5]. The yield is 0.630. (3) The reactants are [F:1][C:2]([CH3:12])([CH3:11])[C:3]([C:5]1[CH:6]=[N:7][CH:8]=[CH:9][CH:10]=1)=[O:4].[BH4-].[Na+]. The catalyst is CO. The product is [F:1][C:2]([CH3:12])([CH3:11])[CH:3]([C:5]1[CH:6]=[N:7][CH:8]=[CH:9][CH:10]=1)[OH:4]. The yield is 0.890. (4) The reactants are [C:1]1([CH:7]2[N:21]3[C:22]4[C:14]([C:15]5[C:16]([O:23][CH2:24][CH2:25][N:26]6[CH2:31][CH2:30][N:29](C(OC(C)(C)C)=O)[CH2:28][CH2:27]6)=[CH:17][CH:18]=[CH:19][C:20]=53)=[CH:13][CH:12]=[CH:11][C:10]=4[O:9][CH2:8]2)[CH:6]=[CH:5][CH:4]=[CH:3][CH:2]=1.FC(F)(F)C(O)=O. The catalyst is C(Cl)Cl. The product is [N:26]1([CH2:25][CH2:24][O:23][C:16]2[CH:17]=[CH:18][CH:19]=[C:20]3[C:15]=2[C:14]2[C:22]4=[C:10]([O:9][CH2:8][CH:7]([C:1]5[CH:6]=[CH:5][CH:4]=[CH:3][CH:2]=5)[N:21]34)[CH:11]=[CH:12][CH:13]=2)[CH2:27][CH2:28][NH:29][CH2:30][CH2:31]1. The yield is 0.350. (5) The reactants are [Br:1][C:2]1[CH:7]=[CH:6][C:5](/C=C/C=O)=[CH:4][CH:3]=1.[Br:12][C:13]1[CH:18]=[CH:17][C:16]([NH:19][CH:20]([C:23]2[CH:28]=[CH:27][C:26]([C:29]([CH3:32])([CH3:31])[CH3:30])=[CH:25][CH:24]=2)[C:21]#N)=[CH:15][CH:14]=1.[OH-].[K+].[CH2:35](O)[CH3:36]. No catalyst specified. The product is [Br:12][C:13]1[CH:18]=[CH:17][C:16]([N:19]2[CH:36]=[CH:35][C:21]([C:5]3[CH:6]=[CH:7][C:2]([Br:1])=[CH:3][CH:4]=3)=[C:20]2[C:23]2[CH:28]=[CH:27][C:26]([C:29]([CH3:32])([CH3:31])[CH3:30])=[CH:25][CH:24]=2)=[CH:15][CH:14]=1. The yield is 0.100. (6) The reactants are [CH3:1][C:2]1[C:10]2[C:5](=[CH:6][C:7]([N+:11]([O-:13])=[O:12])=[CH:8][CH:9]=2)[NH:4][N:3]=1.F[B-](F)(F)F.[CH3:19][O+](C)C. The catalyst is CC(C)=O. The product is [CH3:19][N:3]1[C:2]([CH3:1])=[C:10]2[C:5]([CH:6]=[C:7]([N+:11]([O-:13])=[O:12])[CH:8]=[CH:9]2)=[N:4]1. The yield is 0.730. (7) The reactants are O[CH2:2][CH:3]1[CH2:8][CH2:7][CH2:6][N:5]([CH3:9])[CH2:4]1.N1C=CC=CC=1.[Br:16]P(Br)(C1C=CC=CC=1)(C1C=CC=CC=1)C1C=CC=CC=1. The catalyst is C(#N)C. The product is [Br:16][CH2:2][CH:3]1[CH2:8][CH2:7][CH2:6][N:5]([CH3:9])[CH2:4]1. The yield is 1.00. (8) The catalyst is CN(C=O)C. The yield is 0.340. The reactants are [NH2:1][C@H:2]([C:4]([N:6]1[C:12](=[O:13])[CH:11]([CH3:14])[C:10]2[CH:15]=[CH:16][CH:17]=[CH:18][C:9]=2[C:8]2[C:19]([NH2:23])=[CH:20][CH:21]=[CH:22][C:7]1=2)=[O:5])[CH3:3].N1C=CC=CC=1.[CH2:30]([S:34](Cl)(=[O:36])=[O:35])[CH2:31][CH2:32][CH3:33]. The product is [CH2:30]([S:34]([NH:1][C@H:2]([C:4]([N:6]1[C:12](=[O:13])[CH:11]([CH3:14])[C:10]2[CH:15]=[CH:16][CH:17]=[CH:18][C:9]=2[C:8]2[C:19]([NH2:23])=[CH:20][CH:21]=[CH:22][C:7]1=2)=[O:5])[CH3:3])(=[O:36])=[O:35])[CH2:31][CH2:32][CH3:33]. (9) The reactants are Br[C:2]1[CH:18]=[CH:17][C:5]2[CH2:6][CH2:7][N:8]([C:11](=[O:16])[C:12]([F:15])([F:14])[F:13])[CH2:9][CH2:10][C:4]=2[C:3]=1[OH:19].[CH3:20][N:21]1C(=O)CCC1. No catalyst specified. The product is [C:20]([C:2]1[CH:18]=[CH:17][C:5]2[CH2:6][CH2:7][N:8]([C:11](=[O:16])[C:12]([F:15])([F:14])[F:13])[CH2:9][CH2:10][C:4]=2[C:3]=1[OH:19])#[N:21]. The yield is 0.860.